Dataset: Forward reaction prediction with 1.9M reactions from USPTO patents (1976-2016). Task: Predict the product of the given reaction. Given the reactants [Cl:1][C:2]1[N:7]=[C:6]([NH:8][CH2:9][CH:10]2[CH2:12][CH2:11]2)[CH:5]=[N:4][CH:3]=1.[CH2:13]([Li])CCC.IC.S([O-])([O-])(=O)=S.[Na+].[Na+], predict the reaction product. The product is: [Cl:1][C:2]1[N:7]=[C:6]([N:8]([CH2:9][CH:10]2[CH2:11][CH2:12]2)[CH3:13])[CH:5]=[N:4][CH:3]=1.